This data is from Full USPTO retrosynthesis dataset with 1.9M reactions from patents (1976-2016). The task is: Predict the reactants needed to synthesize the given product. (1) Given the product [C:1]([C:7]1[CH:8]=[CH:9][C:6]2[O:5][CH2:9][CH2:8][C:7]=2[CH:6]=1)(=[O:3])[CH3:2], predict the reactants needed to synthesize it. The reactants are: [C:1](Cl)(=[O:3])[CH3:2].[O:5]1[CH:9]=[CH:8][CH2:7][CH2:6]1. (2) Given the product [F:62][C:2]([F:1])([F:61])[C:3]1[CH:4]=[C:5]([CH:54]=[C:55]([C:57]([F:59])([F:58])[F:60])[CH:56]=1)[C:6]([N:8]1[CH2:13][CH2:12][N:11]([CH2:14][C:15]2[CH:19]=[N:18][NH:17][CH:16]=2)[CH2:10][C@H:9]1[CH2:39][C:40]1[CH:45]=[CH:44][C:43]([CH3:46])=[C:42]([O:47][CH2:48][O:49][CH2:50][CH2:51][O:52][CH3:53])[CH:41]=1)=[O:7], predict the reactants needed to synthesize it. The reactants are: [F:1][C:2]([F:62])([F:61])[C:3]1[CH:4]=[C:5]([CH:54]=[C:55]([C:57]([F:60])([F:59])[F:58])[CH:56]=1)[C:6]([N:8]1[CH2:13][CH2:12][N:11]([CH2:14][C:15]2[CH:16]=[N:17][N:18](C(C3C=CC=CC=3)(C3C=CC=CC=3)C3C=CC=CC=3)[CH:19]=2)[CH2:10][C@H:9]1[CH2:39][C:40]1[CH:45]=[CH:44][C:43]([CH3:46])=[C:42]([O:47][CH2:48][O:49][CH2:50][CH2:51][O:52][CH3:53])[CH:41]=1)=[O:7].Cl.[OH-].[Na+].[Cl-].[Na+]. (3) Given the product [Cl:20][CH2:21][C:22]([NH:10][CH2:9][CH2:8][C:5]1[CH:6]=[CH:7][C:2]([F:1])=[CH:3][CH:4]=1)=[O:23], predict the reactants needed to synthesize it. The reactants are: [F:1][C:2]1[CH:7]=[CH:6][C:5]([CH2:8][CH2:9][NH2:10])=[CH:4][CH:3]=1.CCN(C(C)C)C(C)C.[Cl:20][CH2:21][C:22](Cl)=[O:23]. (4) Given the product [Cl:1][C:2]1[CH:3]=[CH:4][C:5]2[N:6]([C:8]([C:23]3[CH:24]=[CH:25][C:20]([C:18]#[N:19])=[CH:21][CH:22]=3)=[CH:9][N:10]=2)[N:7]=1, predict the reactants needed to synthesize it. The reactants are: [Cl:1][C:2]1[CH:3]=[CH:4][C:5]2[N:6]([C:8](I)=[CH:9][N:10]=2)[N:7]=1.C([O-])([O-])=O.[Na+].[Na+].[C:18]([C:20]1[CH:25]=[CH:24][C:23](B(O)O)=[CH:22][CH:21]=1)#[N:19]. (5) Given the product [Cl:27][C:24]1[CH:23]=[CH:22][C:21]([C@@:18]2([CH3:20])[C@:17]([C:29]3[CH:30]=[CH:31][C:32]([Cl:35])=[CH:33][CH:34]=3)([CH3:28])[N:16]([C:36]([N:54]3[CH2:53][CH2:52][N:51]([CH2:50][CH2:49][CH2:48][S:45]([CH3:44])(=[O:46])=[O:47])[CH2:56][CH2:55]3)=[O:37])[C:15]([C:12]3[CH:13]=[CH:14][C:9]([S:6]([NH:5][C:1]([CH3:3])([CH3:2])[CH3:4])(=[O:8])=[O:7])=[CH:10][C:11]=3[O:39][CH2:40][CH3:41])=[N:19]2)=[CH:26][CH:25]=1, predict the reactants needed to synthesize it. The reactants are: [C:1]([NH:5][S:6]([C:9]1[CH:14]=[CH:13][C:12]([C:15]2[N:16]([C:36](Cl)=[O:37])[C:17]([C:29]3[CH:34]=[CH:33][C:32]([Cl:35])=[CH:31][CH:30]=3)([CH3:28])[C:18]([C:21]3[CH:26]=[CH:25][C:24]([Cl:27])=[CH:23][CH:22]=3)([CH3:20])[N:19]=2)=[C:11]([O:39][CH2:40][CH3:41])[CH:10]=1)(=[O:8])=[O:7])([CH3:4])([CH3:3])[CH3:2].Cl.Cl.[CH3:44][S:45]([CH2:48][CH2:49][CH2:50][N:51]1[CH2:56][CH2:55][NH:54][CH2:53][CH2:52]1)(=[O:47])=[O:46]. (6) Given the product [CH2:52]([N:49]1[CH2:48][CH2:47][CH:46]([O:45][C:44]2[CH:39]=[CH:40][C:41]([C:59]([NH:1][C:2]3[CH:26]=[CH:25][C:5]([O:6][C:7]4[CH:12]=[CH:11][C:10]([NH:13][C:14]([NH:16][CH:17]([CH2:20][CH3:21])[CH2:18][CH3:19])=[O:15])=[CH:9][C:8]=4[CH:22]([CH3:24])[CH3:23])=[CH:4][CH:3]=3)=[O:60])=[CH:42][CH:43]=2)[CH2:51][CH2:50]1)[CH2:53][CH2:54][CH3:55], predict the reactants needed to synthesize it. The reactants are: [NH2:1][C:2]1[CH:26]=[CH:25][C:5]([O:6][C:7]2[CH:12]=[CH:11][C:10]([NH:13][C:14]([NH:16][CH:17]([CH2:20][CH3:21])[CH2:18][CH3:19])=[O:15])=[CH:9][C:8]=2[CH:22]([CH3:24])[CH3:23])=[CH:4][CH:3]=1.C(ON1[C:40]2[CH:41]=[CH:42][CH:43]=[C:44]([O:45][CH:46]3[CH2:51][CH2:50][N:49]([CH2:52][CH2:53][CH2:54][CH3:55])[CH2:48][CH2:47]3)[C:39]=2N=N1)(=O)C1C=CC=CC=1.CN([CH:59]=[O:60])C. (7) The reactants are: [CH2:1]([NH:3][C@@H:4]1[CH2:8][CH2:7][NH:6][CH2:5]1)[CH3:2].[Br:9][C:10]1[CH:11]=[CH:12][C:13](F)=[N:14][CH:15]=1.CCN(C(C)C)C(C)C.C(#N)C. Given the product [Br:9][C:10]1[CH:11]=[CH:12][C:13]([N:6]2[CH2:7][CH2:8][C@@H:4]([NH:3][CH2:1][CH3:2])[CH2:5]2)=[N:14][CH:15]=1, predict the reactants needed to synthesize it.